This data is from Reaction yield outcomes from USPTO patents with 853,638 reactions. The task is: Predict the reaction yield, written as a fraction of the theoretical maximum amount of product (1.0 means a 100% yield; for example, 0.34 means a 34% yield). The reactants are [CH:1]([N:4]1[C:8]2[N:9]=[C:10]([N:16]3[CH2:21][CH2:20][N:19]([CH3:22])[CH2:18][CH2:17]3)[CH:11]=[C:12]([C:13]([OH:15])=O)[C:7]=2[CH:6]=[N:5]1)([CH3:3])[CH3:2].[NH2:23][CH2:24][C:25]1[C:26](=[O:33])[NH:27][C:28]([CH3:32])=[CH:29][C:30]=1[CH3:31].C1CN([P+](ON2N=NC3C=CC=CC2=3)(N2CCCC2)N2CCCC2)CC1.F[P-](F)(F)(F)(F)F.C([O-])(O)=O.[Na+]. The product is [CH3:31][C:30]1[CH:29]=[C:28]([CH3:32])[NH:27][C:26](=[O:33])[C:25]=1[CH2:24][NH:23][C:13]([C:12]1[C:7]2[CH:6]=[N:5][N:4]([CH:1]([CH3:2])[CH3:3])[C:8]=2[N:9]=[C:10]([N:16]2[CH2:17][CH2:18][N:19]([CH3:22])[CH2:20][CH2:21]2)[CH:11]=1)=[O:15]. The catalyst is CS(C)=O.C(Cl)Cl. The yield is 0.530.